This data is from Full USPTO retrosynthesis dataset with 1.9M reactions from patents (1976-2016). The task is: Predict the reactants needed to synthesize the given product. (1) Given the product [OH:1][CH:2]([CH3:30])[CH2:3][CH2:4][C:5]1[CH:6]=[CH:7][C:8]([NH:11][C:12](=[O:29])[CH:13]([NH:17][C:18](=[O:28])[CH2:19][C:20]2[CH:25]=[C:24]([F:26])[CH:23]=[C:22]([F:27])[CH:21]=2)[CH2:14][CH2:15][CH3:16])=[N:9][CH:10]=1, predict the reactants needed to synthesize it. The reactants are: [O:1]=[C:2]([CH3:30])[CH2:3][CH2:4][C:5]1[CH:6]=[CH:7][C:8]([NH:11][C:12](=[O:29])[CH:13]([NH:17][C:18](=[O:28])[CH2:19][C:20]2[CH:25]=[C:24]([F:26])[CH:23]=[C:22]([F:27])[CH:21]=2)[CH2:14][CH2:15][CH3:16])=[N:9][CH:10]=1.[BH4-].[Na+]. (2) Given the product [C:1]([NH:5][C:6](=[O:35])[C:7]1[CH:12]=[CH:11][CH:10]=[C:9]([O:13][C:14]2[CH:19]=[CH:18][C:17]([NH:20][C:21]3[C:31]4[CH:30]=[C:29]([CH:32]=[O:33])[CH2:28][CH2:27][NH:26][C:25]=4[N:24]=[CH:23][N:22]=3)=[CH:16][C:15]=2[Cl:34])[CH:8]=1)([CH3:4])([CH3:2])[CH3:3], predict the reactants needed to synthesize it. The reactants are: [C:1]([NH:5][C:6](=[O:35])[C:7]1[CH:12]=[CH:11][CH:10]=[C:9]([O:13][C:14]2[CH:19]=[CH:18][C:17]([NH:20][C:21]3[C:31]4[CH:30]=[C:29]([CH2:32][OH:33])[CH2:28][CH2:27][NH:26][C:25]=4[N:24]=[CH:23][N:22]=3)=[CH:16][C:15]=2[Cl:34])[CH:8]=1)([CH3:4])([CH3:3])[CH3:2]. (3) Given the product [NH2:1][C:4]1[C:5]([CH3:15])=[CH:6][C:7]([C:8]([NH:10][CH3:11])=[O:9])=[CH:12][C:13]=1[CH3:14], predict the reactants needed to synthesize it. The reactants are: [N+:1]([C:4]1[C:13]([CH3:14])=[CH:12][C:7]([C:8]([NH:10][CH3:11])=[O:9])=[CH:6][C:5]=1[CH3:15])([O-])=O. (4) Given the product [CH2:13]([O:15][C:16]([C:18]1[N:19]=[C:20]([O:12][CH2:11][CH2:10][O:9][CH:4]2[CH2:5][CH2:6][CH2:7][CH2:8][O:3]2)[S:21][CH:22]=1)=[O:17])[CH3:14], predict the reactants needed to synthesize it. The reactants are: [H-].[Na+].[O:3]1[CH2:8][CH2:7][CH2:6][CH2:5][CH:4]1[O:9][CH2:10][CH2:11][OH:12].[CH2:13]([O:15][C:16]([C:18]1[N:19]=[C:20](Br)[S:21][CH:22]=1)=[O:17])[CH3:14].C(O)(=O)C. (5) Given the product [F:24][C:23]1[CH:22]=[CH:21][CH:20]=[C:19]([F:25])[C:18]=1[N:9]1[C:10]2[CH:15]=[CH:14][N:13]=[C:12]([O:16][CH3:17])[C:11]=2[C:7]([C:36]2[CH:37]=[CH:38][C:39]([N:42]3[CH2:43][CH2:44][O:45][CH2:46][CH2:47]3)=[CH:40][CH:41]=2)=[N:8]1, predict the reactants needed to synthesize it. The reactants are: FC(F)(F)S(O[C:7]1[C:11]2[C:12]([O:16][CH3:17])=[N:13][CH:14]=[CH:15][C:10]=2[N:9]([C:18]2[C:23]([F:24])=[CH:22][CH:21]=[CH:20][C:19]=2[F:25])[N:8]=1)(=O)=O.CC1(C)C(C)(C)OB([C:36]2[CH:41]=[CH:40][C:39]([N:42]3[CH2:47][CH2:46][O:45][CH2:44][CH2:43]3)=[CH:38][CH:37]=2)O1.C(=O)([O-])[O-].[K+].[K+].O.